From a dataset of NCI-60 drug combinations with 297,098 pairs across 59 cell lines. Regression. Given two drug SMILES strings and cell line genomic features, predict the synergy score measuring deviation from expected non-interaction effect. Drug 1: CN(C)C1=NC(=NC(=N1)N(C)C)N(C)C. Synergy scores: CSS=5.28, Synergy_ZIP=2.70, Synergy_Bliss=7.58, Synergy_Loewe=3.67, Synergy_HSA=4.89. Drug 2: CC1C(C(=O)NC(C(=O)N2CCCC2C(=O)N(CC(=O)N(C(C(=O)O1)C(C)C)C)C)C(C)C)NC(=O)C3=C4C(=C(C=C3)C)OC5=C(C(=O)C(=C(C5=N4)C(=O)NC6C(OC(=O)C(N(C(=O)CN(C(=O)C7CCCN7C(=O)C(NC6=O)C(C)C)C)C)C(C)C)C)N)C. Cell line: OVCAR3.